From a dataset of Forward reaction prediction with 1.9M reactions from USPTO patents (1976-2016). Predict the product of the given reaction. (1) Given the reactants [C:1]([CH:3]([CH:7]1[C:11]([Cl:12])=[C:10](Cl)C(=O)O1)[C:4]([NH2:6])=[O:5])#[N:2].Cl.[F:16][C:17]1[CH:18]=[C:19]([CH2:27][NH2:28])[CH:20]=[C:21]([S:23]([CH3:26])(=[O:25])=[O:24])[CH:22]=1.C(=O)([O-])[O-].[K+].[K+].[OH-].[Na+], predict the reaction product. The product is: [ClH:12].[Cl:12][C:11]1[CH:7]=[C:3]([C:4]([NH2:6])=[O:5])[C:1](=[NH:2])[N:28]([CH2:27][C:19]2[CH:20]=[C:21]([S:23]([CH3:26])(=[O:25])=[O:24])[CH:22]=[C:17]([F:16])[CH:18]=2)[CH:10]=1. (2) The product is: [F:1][C:2]1[CH:3]=[CH:4][C:5]([C:8]2[S:9][C:10]([CH:13]([OH:14])[CH3:15])=[CH:11][N:12]=2)=[CH:6][CH:7]=1. Given the reactants [F:1][C:2]1[CH:7]=[CH:6][C:5]([C:8]2[S:9][C:10]([CH:13]=[O:14])=[CH:11][N:12]=2)=[CH:4][CH:3]=1.[CH3:15][Mg]Br.CCOCC, predict the reaction product. (3) Given the reactants [CH3:1][C:2]1[CH:3]=[C:4]([CH:20]=[CH:21][C:22]=1[S:23][CH3:24])[O:5][C:6]1[CH:15]=[CH:14][C:13]([S:16](=[O:19])(=[O:18])[NH2:17])=[CH:12][C:7]=1[C:8](OC)=[O:9].[H-].[H-].[H-].[H-].[Li+].[Al+3], predict the reaction product. The product is: [OH:9][CH2:8][C:7]1[CH:12]=[C:13]([S:16]([NH2:17])(=[O:19])=[O:18])[CH:14]=[CH:15][C:6]=1[O:5][C:4]1[CH:20]=[CH:21][C:22]([S:23][CH3:24])=[C:2]([CH3:1])[CH:3]=1. (4) Given the reactants [F:1][C:2]1[C:3]2[CH:4]=[C:5]3[C:14]4[N:15]=[C:16]([C:19]5[C:20]([N:40]([CH3:45])[S:41]([CH3:44])(=[O:43])=[O:42])=[CH:21][C:22]6[O:26][C:25]([C:27]7[CH:28]=[N:29][C:30]([O:33]C)=[CH:31][CH:32]=7)=[C:24]([C:35]([NH:37][CH3:38])=[O:36])[C:23]=6[CH:39]=5)[CH:17]=[CH:18][C:13]=4[O:12][CH2:11][N:6]3[C:7]=2[CH:8]=[CH:9][CH:10]=1.Br.CC(O)=O, predict the reaction product. The product is: [F:1][C:2]1[C:3]2[CH:4]=[C:5]3[C:14]4[N:15]=[C:16]([C:19]5[C:20]([N:40]([CH3:45])[S:41]([CH3:44])(=[O:43])=[O:42])=[CH:21][C:22]6[O:26][C:25]([C:27]7[CH:32]=[CH:31][C:30](=[O:33])[NH:29][CH:28]=7)=[C:24]([C:35]([NH:37][CH3:38])=[O:36])[C:23]=6[CH:39]=5)[CH:17]=[CH:18][C:13]=4[O:12][CH2:11][N:6]3[C:7]=2[CH:8]=[CH:9][CH:10]=1. (5) Given the reactants [CH3:1][O:2][C:3]1[CH:4]=[C:5]2[C:10](=[CH:11][C:12]=1[O:13][CH3:14])[N:9]=[CH:8][CH:7]=[C:6]2[O:15][C:16]1[CH:17]=[C:18]2[C:23](=[CH:24][CH:25]=1)[CH:22]=[C:21]([NH2:26])[CH:20]=[CH:19]2.C[CH2:28][N:29]([CH2:32][CH3:33])[CH2:30][CH3:31].C1[C:39](=O)[N:38](OC(O[N:38]2[C:39](=O)CC[C:36]2=[O:37])=O)[C:36](=[O:37])C1.CN1CCC(N)CC1, predict the reaction product. The product is: [CH3:1][O:2][C:3]1[CH:4]=[C:5]2[C:10](=[CH:11][C:12]=1[O:13][CH3:14])[N:9]=[CH:8][CH:7]=[C:6]2[O:15][C:16]1[CH:17]=[C:18]2[C:23](=[CH:24][CH:25]=1)[CH:22]=[C:21]([NH:26][C:36]([NH:38][CH:39]1[CH2:33][CH2:32][N:29]([CH3:28])[CH2:30][CH2:31]1)=[O:37])[CH:20]=[CH:19]2. (6) Given the reactants FC(F)(F)C(O)=O.C1(SC)C=CC=CC=1.C([O:23][C:24]1[CH:29]=[CH:28][C:27]([C:30]2[NH:53][C:33]3[N:34]=[CH:35][N:36]=[C:37]([O:38][C:39]4[CH:44]=[CH:43][C:42]([NH:45][C:46]([NH:48][CH:49]5[CH2:51][CH2:50]5)=[O:47])=[C:41]([Cl:52])[CH:40]=4)[C:32]=3[CH:31]=2)=[CH:26][CH:25]=1)C1C=CC=CC=1, predict the reaction product. The product is: [Cl:52][C:41]1[CH:40]=[C:39]([O:38][C:37]2[C:32]3[CH:31]=[C:30]([C:27]4[CH:26]=[CH:25][C:24]([OH:23])=[CH:29][CH:28]=4)[NH:53][C:33]=3[N:34]=[CH:35][N:36]=2)[CH:44]=[CH:43][C:42]=1[NH:45][C:46]([NH:48][CH:49]1[CH2:50][CH2:51]1)=[O:47]. (7) Given the reactants [C:1]1([OH:21])[C:2]([C:11]2[CH:20]=[CH:19][C:18]3[CH2:17][CH2:16][CH2:15][CH2:14][C:13]=3[CH:12]=2)=[CH:3][CH:4]=[C:5]2[C:10]=1[CH2:9][CH2:8][CH2:7][CH2:6]2.[CH2:22]=[CH:23][CH3:24], predict the reaction product. The product is: [CH:23]([C:3]1[CH:4]=[C:5]2[C:10]([CH2:9][CH2:8][CH2:7][CH2:6]2)=[C:1]([OH:21])[C:2]=1[C:11]1[CH:20]=[CH:19][C:18]2[CH2:17][CH2:16][CH2:15][CH2:14][C:13]=2[CH:12]=1)([CH3:24])[CH3:22].